Dataset: Reaction yield outcomes from USPTO patents with 853,638 reactions. Task: Predict the reaction yield, written as a fraction of the theoretical maximum amount of product (1.0 means a 100% yield; for example, 0.34 means a 34% yield). The reactants are [CH3:1][N:2]1[CH2:7][CH2:6][N:5]([CH2:8][CH2:9][CH2:10][CH2:11][O:12][C:13]2[CH:14]=[C:15]([CH:18]=[CH:19][CH:20]=2)[CH:16]=O)[CH2:4][CH2:3]1.[C:21]([C:25]1[CH:26]=[C:27]([NH2:32])[C:28]([NH2:31])=[CH:29][CH:30]=1)([CH3:24])([CH3:23])[CH3:22]. No catalyst specified. The product is [C:21]([C:25]1[CH:30]=[CH:29][C:28]2[NH:31][C:16]([C:15]3[CH:18]=[CH:19][CH:20]=[C:13]([O:12][CH2:11][CH2:10][CH2:9][CH2:8][N:5]4[CH2:6][CH2:7][N:2]([CH3:1])[CH2:3][CH2:4]4)[CH:14]=3)=[N:32][C:27]=2[CH:26]=1)([CH3:24])([CH3:22])[CH3:23]. The yield is 0.920.